This data is from Reaction yield outcomes from USPTO patents with 853,638 reactions. The task is: Predict the reaction yield, written as a fraction of the theoretical maximum amount of product (1.0 means a 100% yield; for example, 0.34 means a 34% yield). (1) The reactants are Cl[C:2]1[N:11]=[C:10]([NH:12][CH2:13][C:14]2[CH:19]=[CH:18][CH:17]=[CH:16][N:15]=2)[C:9]2[C:4](=[CH:5][CH:6]=[CH:7][C:8]=2[C:20]2[CH:25]=[CH:24][CH:23]=[CH:22][CH:21]=2)[N:3]=1.CC1(C)C(C)(C)OB([C:34]2[CH:35]=[C:36]([CH:40]([CH3:43])[C:41]#[N:42])[CH:37]=[N:38][CH:39]=2)O1.C(=O)([O-])[O-].[K+].[K+]. The catalyst is O1CCOCC1.O. The product is [C:20]1([C:8]2[CH:7]=[CH:6][CH:5]=[C:4]3[C:9]=2[C:10]([NH:12][CH2:13][C:14]2[CH:19]=[CH:18][CH:17]=[CH:16][N:15]=2)=[N:11][C:2]([C:34]2[CH:35]=[C:36]([CH:40]([CH3:43])[C:41]#[N:42])[CH:37]=[N:38][CH:39]=2)=[N:3]3)[CH:25]=[CH:24][CH:23]=[CH:22][CH:21]=1. The yield is 0.630. (2) The reactants are [Cl:1][C:2]1[CH:3]=[C:4]([CH:35]=[CH:36][CH:37]=1)[C:5]([CH3:34])([CH3:33])[C@H:6]([C:9]([NH:11][C@H:12]([C:17]([N:19]([C@@H:21]([CH:30]([CH3:32])[CH3:31])/[CH:22]=[C:23](\[CH3:29])/[C:24]([O:26]CC)=[O:25])[CH3:20])=[O:18])[C:13]([CH3:16])([CH3:15])[CH3:14])=[O:10])[NH:7][CH3:8].[OH-].[Li+]. The catalyst is O.CO. The product is [Cl:1][C:2]1[CH:3]=[C:4]([CH:35]=[CH:36][CH:37]=1)[C:5]([CH3:34])([CH3:33])[C@H:6]([C:9]([NH:11][C@H:12]([C:17]([N:19]([C@@H:21]([CH:30]([CH3:31])[CH3:32])/[CH:22]=[C:23](/[C:24]([OH:26])=[O:25])\[CH3:29])[CH3:20])=[O:18])[C:13]([CH3:14])([CH3:15])[CH3:16])=[O:10])[NH:7][CH3:8]. The yield is 0.890. (3) The reactants are [CH3:1][O:2][C:3]1[CH:12]=[C:11]2[C:6]([C:7]([O:13][CH2:14][C:15]3[N:19]4[CH:20]=[C:21]([C:24]5[S:28][C:27]([C:29](Cl)=[O:30])=[CH:26][CH:25]=5)[CH:22]=[CH:23][C:18]4=[N:17][N:16]=3)=[CH:8][CH:9]=[N:10]2)=[CH:5][CH:4]=1.C[CH2:33][N:34](C(C)C)C(C)C.CN. The catalyst is C(Cl)Cl.C1COCC1. The product is [CH3:1][O:2][C:3]1[CH:12]=[C:11]2[C:6]([C:7]([O:13][CH2:14][C:15]3[N:19]4[CH:20]=[C:21]([C:24]5[S:28][C:27]([C:29]([NH:34][CH3:33])=[O:30])=[CH:26][CH:25]=5)[CH:22]=[CH:23][C:18]4=[N:17][N:16]=3)=[CH:8][CH:9]=[N:10]2)=[CH:5][CH:4]=1. The yield is 0.190. (4) The reactants are C([NH:8][C@H:9]([C:13]([OH:15])=O)[CH:10]([CH3:12])[CH3:11])(OC(C)(C)C)=O.C1CCC(N=C=NC2CCCCC2)CC1.[ClH:31].Cl.[NH2:33][C:34]1[NH:35][C:36]2[NH:37][CH2:38][CH:39]([CH:45]([OH:49])[CH:46]([OH:48])[CH3:47])[NH:40][C:41]=2[C:42](=[O:44])[N:43]=1. The catalyst is C(Cl)Cl.N1C=CC=CC=1. The product is [ClH:31].[NH2:33][C:34]1[NH:35][C:36]2[NH:37][CH2:38][CH:39]([CH:45]([OH:49])[CH:46]([OH:48])[CH3:47])[N:40]([C:13](=[O:15])[CH:9]([NH2:8])[CH:10]([CH3:11])[CH3:12])[C:41]=2[C:42](=[O:44])[N:43]=1. The yield is 0.760. (5) The reactants are [C:1]([O:5][C:6]([N:8]1[CH2:12][CH2:11][CH2:10][CH:9]1[C:13]1[NH:14][C:15]([C:18]2[CH:23]=[CH:22][C:21]([Cl:24])=[CH:20][C:19]=2[CH:25]=O)=[CH:16][N:17]=1)=[O:7])([CH3:4])([CH3:3])[CH3:2].NO.CC([Si](Cl)(C)C)(C)C.[NH:37]1C=CN=C1. The catalyst is C(O)C.CCOC(C)=O.CN(C=O)C. The product is [C:1]([O:5][C:6]([N:8]1[CH2:12][CH2:11][CH2:10][CH:9]1[C:13]1[NH:14][C:15]([C:18]2[CH:23]=[CH:22][C:21]([Cl:24])=[CH:20][C:19]=2[C:25]#[N:37])=[CH:16][N:17]=1)=[O:7])([CH3:4])([CH3:3])[CH3:2]. The yield is 0.510. (6) The reactants are [H-].[Na+].[Br:3][C:4]1[CH:5]=[C:6]2[C:10](=[CH:11][CH:12]=1)[C:9](=O)[CH2:8][CH2:7]2.CI.[CH3:16][OH:17].[C:18]1(C)C=CC=CC=1. No catalyst specified. The product is [Br:3][C:4]1[CH:5]=[C:6]2[C:10](=[CH:11][CH:12]=1)[C:16](=[O:17])[C:8]([CH3:9])([CH3:18])[CH2:7]2. The yield is 0.720. (7) The reactants are [CH2:1](O)[CH2:2][CH2:3][CH2:4][CH2:5][CH2:6][CH:7]=[CH:8][CH:9]=[CH:10][CH2:11][CH3:12].C(N(CC)CC)C.CN(C)C=O.CS([Cl:30])(=O)=O. The catalyst is CCCCCC.O. The product is [Cl:30][CH2:1][CH2:2][CH2:3][CH2:4][CH2:5][CH2:6][CH:7]=[CH:8][CH:9]=[CH:10][CH2:11][CH3:12]. The yield is 0.432. (8) The reactants are Br[C:2]1[CH:7]=[CH:6][CH:5]=[CH:4][C:3]=1Br.[CH3:9][O:10][C:11]1[CH:12]=[C:13](B(O)O)[CH:14]=[CH:15][CH:16]=1.[C:20]1(P([C:20]2[CH:25]=[CH:24][CH:23]=[CH:22][CH:21]=2)[C:20]2[CH:25]=[CH:24][CH:23]=[CH:22][CH:21]=2)[CH:25]=[CH:24][CH:23]=[CH:22][CH:21]=1.[C:39](=O)([O-])[O-:40].[Na+].[Na+]. The catalyst is C([O-])(=O)C.[Pd+2].C([O-])(=O)C.C(OCC)(=O)C.O.C(COC)OC. The product is [CH3:39][O:40][C:3]1[CH:4]=[C:5]([C:15]2[C:16]([C:20]3[CH:25]=[CH:24][CH:23]=[CH:22][CH:21]=3)=[C:11]([O:10][CH3:9])[CH:12]=[CH:13][CH:14]=2)[CH:6]=[CH:7][CH:2]=1. The yield is 0.997. (9) The catalyst is O. The reactants are O.O.[O:3]=[C:4]1[C:12](=[O:13])[C:11]2[C:6](=[CH:7][CH:8]=[C:9]([S:14]([O-:17])(=O)=[O:15])[CH:10]=2)[NH:5]1.[Na+].O=P(Cl)(Cl)[Cl:21].S1(CCCC1)(=O)=O. The product is [O:3]=[C:4]1[C:12](=[O:13])[C:11]2[C:6](=[CH:7][CH:8]=[C:9]([S:14]([Cl:21])(=[O:17])=[O:15])[CH:10]=2)[NH:5]1. The yield is 0.820. (10) The catalyst is O1CCCC1. The product is [C:16]([C:2]1[S:6][C:5]2=[CH:7][N:8]=[CH:9][N:4]2[CH:3]=1)(=[O:19])[CH2:17][CH3:18]. The reactants are Br[C:2]1[S:6][C:5]2=[CH:7][N:8]=[CH:9][N:4]2[CH:3]=1.C([Mg]Br)C.CN(OC)[C:16](=[O:19])[CH2:17][CH3:18].[Cl-].[NH4+]. The yield is 0.800.